Task: Predict which catalyst facilitates the given reaction.. Dataset: Catalyst prediction with 721,799 reactions and 888 catalyst types from USPTO (1) Reactant: C([O:5][C:6](=[O:16])[C:7]1[CH:12]=[C:11]([CH3:13])[N:10]=[C:9]([CH2:14][CH3:15])[CH:8]=1)(C)(C)C.C(O)(C(F)(F)F)=O. Product: [CH2:14]([C:9]1[CH:8]=[C:7]([CH:12]=[C:11]([CH3:13])[N:10]=1)[C:6]([OH:16])=[O:5])[CH3:15]. The catalyst class is: 2. (2) Reactant: [CH3:1][C:2]1[CH:7]=[CH:6][CH:5]=[C:4]([C:8]2[N:9]([C:17]3[CH:22]=[CH:21][C:20]([S:23](C)(=[O:25])=[O:24])=[CH:19][CH:18]=3)[CH:10]=[C:11]([C:13]([F:16])([F:15])[F:14])[N:12]=2)[N:3]=1.C([Mg]Cl)CCC.C(B(CC)CC)C.C([O-])(=O)C.[Na+].[NH2:45]OS(O)(=O)=O. Product: [CH3:1][C:2]1[N:3]=[C:4]([C:8]2[N:9]([C:17]3[CH:22]=[CH:21][C:20]([S:23]([NH2:45])(=[O:25])=[O:24])=[CH:19][CH:18]=3)[CH:10]=[C:11]([C:13]([F:16])([F:15])[F:14])[N:12]=2)[CH:5]=[CH:6][CH:7]=1. The catalyst class is: 30.